Dataset: CYP2C9 inhibition data for predicting drug metabolism from PubChem BioAssay. Task: Regression/Classification. Given a drug SMILES string, predict its absorption, distribution, metabolism, or excretion properties. Task type varies by dataset: regression for continuous measurements (e.g., permeability, clearance, half-life) or binary classification for categorical outcomes (e.g., BBB penetration, CYP inhibition). Dataset: cyp2c9_veith. (1) The drug is CC(/C=N/NC(=O)c1cccc([N+](=O)[O-])c1)=C\c1ccccc1. The result is 1 (inhibitor). (2) The drug is COc1ccc(S(=O)(=O)/N=C2/C=CC(=O)C(C)=C2C)cc1. The result is 1 (inhibitor). (3) The result is 0 (non-inhibitor). The drug is COc1ccccc1-c1ccc2ncnc(N3CCNCC3)c2c1. (4) The molecule is CS(=O)(=O)Nc1cccc(-c2cncnc2Nc2ccc(F)cc2)c1. The result is 0 (non-inhibitor). (5) The compound is C[C@@H](O)CC(C)(C)N.Oc1c(Cl)c(Cl)c(Cl)c(Cl)c1Cl. The result is 1 (inhibitor). (6) The compound is Cc1cc(=O)c2c(O)c(O)ccc2o1. The result is 0 (non-inhibitor).